From a dataset of Reaction yield outcomes from USPTO patents with 853,638 reactions. Predict the reaction yield, written as a fraction of the theoretical maximum amount of product (1.0 means a 100% yield; for example, 0.34 means a 34% yield). (1) The reactants are Br[C:2]1[C:11]([O:12][CH3:13])=[CH:10][CH:9]=[C:8]2[C:3]=1[CH:4]=[CH:5][C:6]([CH3:14])=[N:7]2.[C:15]([O:19][CH3:20])(=[O:18])[CH:16]=[CH2:17]. No catalyst specified. The product is [CH3:13][O:12][C:11]1[C:2](/[CH:17]=[CH:16]/[C:15]([O:19][CH3:20])=[O:18])=[C:3]2[C:8](=[CH:9][CH:10]=1)[N:7]=[C:6]([CH3:14])[CH:5]=[CH:4]2. The yield is 0.710. (2) The reactants are C(N1[CH2:9][CH2:8][N:7]([C:10]2[CH:15]=[CH:14][C:13]([B:16]([OH:18])[OH:17])=[CH:12][CH:11]=2)[CH2:6][CH2:5]1)(C)C.BrC1C=CC(N2CC[CH:29]([N:32]3[CH2:37][CH2:36][O:35][CH2:34][CH2:33]3)CC2)=CC=1. No catalyst specified. The product is [O:35]1[CH2:36][CH2:37][N:32]([CH:29]2[CH2:5][CH2:6][N:7]([C:10]3[CH:11]=[CH:12][C:13]([B:16]([OH:17])[OH:18])=[CH:14][CH:15]=3)[CH2:8][CH2:9]2)[CH2:33][CH2:34]1. The yield is 0.400. (3) The reactants are [N:1]([O-])=O.[Na+].[CH:5]([C:8]1[O:12][N:11]=[C:10]([C:13]([NH:15][NH2:16])=[O:14])[CH:9]=1)([CH3:7])[CH3:6]. The catalyst is Cl.O. The product is [CH:5]([C:8]1[O:12][N:11]=[C:10]([C:13]([N:15]=[N+:16]=[N-:1])=[O:14])[CH:9]=1)([CH3:7])[CH3:6]. The yield is 0.520. (4) The reactants are Cl.[CH2:2]([NH:4][C:5]([NH:7][C:8]1[CH:13]=[CH:12][C:11]([C:14]2[N:15]=[C:16]([N:24]3[CH2:29][CH2:28][O:27][CH2:26][C@@H:25]3[CH3:30])[C:17]3[CH2:23][CH2:22][NH:21][CH2:20][C:18]=3[N:19]=2)=[CH:10][CH:9]=1)=[O:6])[CH3:3].CCN(C(C)C)C(C)C.[CH2:40]([N:42]=[C:43]=[O:44])[CH3:41]. The catalyst is C(Cl)Cl. The product is [CH2:40]([NH:42][C:43]([N:21]1[CH2:22][CH2:23][C:17]2[C:16]([N:24]3[CH2:29][CH2:28][O:27][CH2:26][C@@H:25]3[CH3:30])=[N:15][C:14]([C:11]3[CH:10]=[CH:9][C:8]([NH:7][C:5]([NH:4][CH2:2][CH3:3])=[O:6])=[CH:13][CH:12]=3)=[N:19][C:18]=2[CH2:20]1)=[O:44])[CH3:41]. The yield is 0.470. (5) The reactants are Cl[S:2]([C:5]1[CH:10]=[CH:9][C:8]([C:11]2[CH:16]=[CH:15][C:14]([C:17]3[CH:22]=[CH:21][C:20]([S:23](Cl)(=O)=O)=[CH:19][CH:18]=3)=[CH:13][CH:12]=2)=[CH:7][CH:6]=1)(=O)=O.[H-].[Al+3].[Li+].[H-].[H-].[H-].Cl. The catalyst is O1CCCC1. The product is [SH:2][C:5]1[CH:6]=[CH:7][C:8]([C:11]2[CH:16]=[CH:15][C:14]([C:17]3[CH:22]=[CH:21][C:20]([SH:23])=[CH:19][CH:18]=3)=[CH:13][CH:12]=2)=[CH:9][CH:10]=1. The yield is 0.510. (6) The catalyst is C1COCC1. The reactants are [F:1][C:2]1[CH:7]=[CH:6][C:5]([CH:8]([C:11]2[CH:16]=[CH:15][C:14]([F:17])=[CH:13][CH:12]=2)[CH2:9][NH2:10])=[CH:4][CH:3]=1.[Cl:18][C:19]1[N:28]=[C:27](Cl)[C:26]2[C:21](=[CH:22][CH:23]=[CH:24][CH:25]=2)[N:20]=1.C(N(CC)CC)C. The yield is 0.770. The product is [F:1][C:2]1[CH:7]=[CH:6][C:5]([CH:8]([C:11]2[CH:12]=[CH:13][C:14]([F:17])=[CH:15][CH:16]=2)[CH2:9][NH:10][C:27]2[C:26]3[C:21](=[CH:22][CH:23]=[CH:24][CH:25]=3)[N:20]=[C:19]([Cl:18])[N:28]=2)=[CH:4][CH:3]=1.